This data is from Forward reaction prediction with 1.9M reactions from USPTO patents (1976-2016). The task is: Predict the product of the given reaction. (1) Given the reactants C([Li])CCC.Br[C:7]1[CH:12]=[C:11]([C:13]2([F:16])[CH2:15][CH2:14]2)[CH:10]=[CH:9][C:8]=1[O:17][CH3:18].CN([CH:22]=[O:23])C.C(=O)(O)[O-].[Na+], predict the reaction product. The product is: [F:16][C:13]1([C:11]2[CH:10]=[CH:9][C:8]([O:17][CH3:18])=[C:7]([CH:12]=2)[CH:22]=[O:23])[CH2:15][CH2:14]1. (2) The product is: [NH2:3][CH2:4][CH2:5][CH2:6][CH2:7][CH2:8][CH2:9][CH2:10][CH2:11][CH2:12][N:13]1[CH2:18][CH2:17][CH:16]([O:19][C:20](=[O:34])[NH:21][C:22]2[CH:27]=[CH:26][CH:25]=[CH:24][C:23]=2[C:28]2[CH:33]=[CH:32][CH:31]=[CH:30][CH:29]=2)[CH2:15][CH2:14]1. Given the reactants Cl.Cl.[NH2:3][CH2:4][CH2:5][CH2:6][CH2:7][CH2:8][CH2:9][CH2:10][CH2:11][CH2:12][N:13]1[CH2:18][CH2:17][CH:16]([O:19][C:20](=[O:34])[NH:21][C:22]2[CH:27]=[CH:26][CH:25]=[CH:24][C:23]=2[C:28]2[CH:33]=[CH:32][CH:31]=[CH:30][CH:29]=2)[CH2:15][CH2:14]1, predict the reaction product.